Task: Predict the reactants needed to synthesize the given product.. Dataset: Full USPTO retrosynthesis dataset with 1.9M reactions from patents (1976-2016) Given the product [CH3:37][C:31]1([C:29]([C:28]2[C:22]3[C:23](=[N:24][CH:25]=[C:20]([C:16]4[CH:17]=[CH:18][CH:19]=[C:14]([N:11]5[CH2:12][CH2:13][NH:8][CH2:9][CH2:10]5)[CH:15]=4)[N:21]=3)[NH:26][CH:27]=2)=[O:30])[CH2:36][CH2:35][CH2:34][CH2:33][CH2:32]1, predict the reactants needed to synthesize it. The reactants are: C(OC([N:8]1[CH2:13][CH2:12][N:11]([C:14]2[CH:19]=[CH:18][CH:17]=[C:16]([C:20]3[N:21]=[C:22]4[C:28]([C:29]([C:31]5([CH3:37])[CH2:36][CH2:35][CH2:34][CH2:33][CH2:32]5)=[O:30])=[CH:27][NH:26][C:23]4=[N:24][CH:25]=3)[CH:15]=2)[CH2:10][CH2:9]1)=O)(C)(C)C.C(O)(C(F)(F)F)=O.